Dataset: Reaction yield outcomes from USPTO patents with 853,638 reactions. Task: Predict the reaction yield, written as a fraction of the theoretical maximum amount of product (1.0 means a 100% yield; for example, 0.34 means a 34% yield). (1) The reactants are C(O[O:5][C:6]1[CH:11]=[CH:10][C:9]([Br:12])=[C:8](CC)[C:7]=1[CH:15]=[O:16])(=O)C.[Li+].[OH-:18].[CH2:19]1[CH2:23][O:22]CC1. The catalyst is O. The product is [Br:12][C:9]1[CH:10]=[CH:11][C:6]([O:5][CH2:19][C:23]([OH:18])=[O:22])=[C:7]([CH:15]=[O:16])[CH:8]=1. The yield is 0.940. (2) No catalyst specified. The yield is 1.00. The product is [Cl:14][C:10]1[CH:9]=[C:8]([C:6]2[N:5]=[C:4]3[CH2:15][CH2:16][CH2:17][C:3]3=[C:2]([NH:24][C:23]3[CH:25]=[CH:26][C:20]([CH:18]=[CH2:19])=[CH:21][CH:22]=3)[CH:7]=2)[CH:13]=[CH:12][CH:11]=1. The reactants are Cl[C:2]1[CH:7]=[C:6]([C:8]2[CH:13]=[CH:12][CH:11]=[C:10]([Cl:14])[CH:9]=2)[N:5]=[C:4]2[CH2:15][CH2:16][CH2:17][C:3]=12.[CH:18]([C:20]1[CH:26]=[CH:25][C:23]([NH2:24])=[CH:22][CH:21]=1)=[CH2:19].